This data is from Forward reaction prediction with 1.9M reactions from USPTO patents (1976-2016). The task is: Predict the product of the given reaction. Given the reactants C([O:4][CH2:5][C:6]1[CH:20]=[CH:19][C:9]2[NH:10][C:11]3[CH:18]=[CH:17][CH:16]=[CH:15][C:12]=3[CH2:13][CH2:14][C:8]=2[CH:7]=1)(=O)C.C[O-].[Na+], predict the reaction product. The product is: [CH:7]1[C:8]2[CH2:14][CH2:13][C:12]3[CH:15]=[CH:16][CH:17]=[CH:18][C:11]=3[NH:10][C:9]=2[CH:19]=[CH:20][C:6]=1[CH2:5][OH:4].